From a dataset of Catalyst prediction with 721,799 reactions and 888 catalyst types from USPTO. Predict which catalyst facilitates the given reaction. (1) Reactant: [Br:1][C:2]1[CH:3]=[C:4]2[C:9](=[C:10]([C:15]#[N:16])[C:11]=1[N:12]([CH3:14])[CH3:13])[N:8]=[C:7]([CH:17]=[O:18])[CH:6]=[CH:5]2.[BH4-].[Na+]. Product: [Br:1][C:2]1[CH:3]=[C:4]2[C:9](=[C:10]([C:15]#[N:16])[C:11]=1[N:12]([CH3:14])[CH3:13])[N:8]=[C:7]([CH2:17][OH:18])[CH:6]=[CH:5]2. The catalyst class is: 5. (2) Reactant: [C:1]1([CH2:7][CH2:8][NH:9][CH:10]=O)[CH:6]=[CH:5][CH:4]=[CH:3][CH:2]=1.[OH-].[Na+]. Product: [CH:10]1[C:6]2[C:1](=[CH:2][CH:3]=[CH:4][CH:5]=2)[CH2:7][CH2:8][N:9]=1. The catalyst class is: 6.